From a dataset of Reaction yield outcomes from USPTO patents with 853,638 reactions. Predict the reaction yield, written as a fraction of the theoretical maximum amount of product (1.0 means a 100% yield; for example, 0.34 means a 34% yield). (1) The reactants are [NH2:1][C:2]1[C:7]([C:8]([C:10]2[CH:15]=[CH:14][CH:13]=[C:12](F)[N:11]=2)=[O:9])=[CH:6][C:5]([Br:17])=[CH:4][N:3]=1.[C:18]([N:25]1[CH2:31][CH2:30][CH2:29][NH:28][CH2:27][CH2:26]1)([O:20][C:21]([CH3:24])([CH3:23])[CH3:22])=[O:19].C(=O)([O-])[O-].[K+].[K+]. The catalyst is CN(C)C=O. The product is [NH2:1][C:2]1[N:3]=[CH:4][C:5]([Br:17])=[CH:6][C:7]=1[C:8]([C:10]1[N:11]=[C:12]([N:28]2[CH2:29][CH2:30][CH2:31][N:25]([C:18]([O:20][C:21]([CH3:24])([CH3:23])[CH3:22])=[O:19])[CH2:26][CH2:27]2)[CH:13]=[CH:14][CH:15]=1)=[O:9]. The yield is 0.590. (2) The reactants are [CH2:1]([N:8]1[CH2:12][CH:11]([N:13](C(OC(C)(C)C)=O)[CH2:14][C:15]2[CH:20]=[CH:19][C:18]([F:21])=[CH:17][C:16]=2[F:22])[CH2:10][CH:9]1[C:30](O)=[O:31])[C:2]1[CH:7]=[CH:6][CH:5]=[CH:4][CH:3]=1.[CH3:33][O:34][CH2:35][CH2:36][N:37]1[CH2:42][CH2:41][NH:40][CH2:39][CH2:38]1. No catalyst specified. The product is [CH2:1]([N:8]1[CH2:12][C@@H:11]([NH:13][CH2:14][C:15]2[CH:20]=[CH:19][C:18]([F:21])=[CH:17][C:16]=2[F:22])[CH2:10][C@H:9]1[C:30]([N:40]1[CH2:41][CH2:42][N:37]([CH2:36][CH2:35][O:34][CH3:33])[CH2:38][CH2:39]1)=[O:31])[C:2]1[CH:7]=[CH:6][CH:5]=[CH:4][CH:3]=1. The yield is 0.0890. (3) The reactants are [CH3:1][C:2]1[C:3]([C:13]([F:16])([F:15])[F:14])=[CH:4][C:5]([N+:10]([O-])=O)=[C:6]([CH:9]=1)[C:7]#[N:8].C(O)C. The catalyst is CO.Cl.[Fe]. The product is [NH2:10][C:5]1[CH:4]=[C:3]([C:13]([F:14])([F:15])[F:16])[C:2]([CH3:1])=[CH:9][C:6]=1[C:7]#[N:8]. The yield is 0.780.